This data is from Catalyst prediction with 721,799 reactions and 888 catalyst types from USPTO. The task is: Predict which catalyst facilitates the given reaction. (1) Reactant: [CH3:1][O:2][C:3](=[O:8])[CH2:4][C:5](=[O:7])[CH3:6].C[O-].[Na+].Br[CH2:13][C:14]([C:16]1[CH:21]=[CH:20][CH:19]=[CH:18][C:17]=1[O:22][C:23]([F:26])([F:25])[F:24])=[O:15]. Product: [CH3:1][O:2][C:3](=[O:8])[CH:4]([CH2:13][C:14](=[O:15])[C:16]1[CH:21]=[CH:20][CH:19]=[CH:18][C:17]=1[O:22][C:23]([F:24])([F:25])[F:26])[C:5](=[O:7])[CH3:6]. The catalyst class is: 1. (2) Reactant: [Cl:1][C:2]1[C:3]([CH3:54])=[C:4]([C:10]2[C:18]3[C:17]([O:19][C@H:20]([CH2:26][C:27]4[CH:32]=[CH:31][CH:30]=[CH:29][C:28]=4[O:33][CH2:34][C:35]4[CH:40]=[CH:39][N:38]=[C:37]([O:41][CH3:42])[N:36]=4)[C:21]([O:23][CH2:24][CH3:25])=[O:22])=[N:16][CH:15]=[N:14][C:13]=3[S:12][C:11]=2[C:43]2[CH:48]=[CH:47][C:46]([F:49])=[C:45]([O:50]COC)[CH:44]=2)[CH:5]=[CH:6][C:7]=1[O:8][CH3:9].C([O-])(O)=O.[Na+]. Product: [Cl:1][C:2]1[C:3]([CH3:54])=[C:4]([C:10]2[C:18]3[C:17]([O:19][C@H:20]([CH2:26][C:27]4[CH:32]=[CH:31][CH:30]=[CH:29][C:28]=4[O:33][CH2:34][C:35]4[CH:40]=[CH:39][N:38]=[C:37]([O:41][CH3:42])[N:36]=4)[C:21]([O:23][CH2:24][CH3:25])=[O:22])=[N:16][CH:15]=[N:14][C:13]=3[S:12][C:11]=2[C:43]2[CH:48]=[CH:47][C:46]([F:49])=[C:45]([OH:50])[CH:44]=2)[CH:5]=[CH:6][C:7]=1[O:8][CH3:9]. The catalyst class is: 33. (3) Reactant: [CH3:1][O:2][C:3]1[CH:8]=[CH:7][C:6]([NH:9][C:10](=[O:22])[CH2:11][C:12]2[CH:21]=[CH:20][C:15]([C:16]([O:18]C)=[O:17])=[CH:14][CH:13]=2)=[C:5]([C:23]([F:26])([F:25])[F:24])[CH:4]=1.[OH-].[Na+]. Product: [CH3:1][O:2][C:3]1[CH:8]=[CH:7][C:6]([NH:9][C:10](=[O:22])[CH2:11][C:12]2[CH:21]=[CH:20][C:15]([C:16]([OH:18])=[O:17])=[CH:14][CH:13]=2)=[C:5]([C:23]([F:24])([F:26])[F:25])[CH:4]=1. The catalyst class is: 14. (4) Reactant: [NH2:1][C:2]1[CH:7]=[CH:6][C:5]([C:8]2[O:12][C:11]([N:13]([CH2:21][CH2:22][CH2:23][N:24]3[CH2:29][CH2:28][CH2:27][CH2:26][CH2:25]3)[C:14](=[O:20])[O:15][C:16]([CH3:19])([CH3:18])[CH3:17])=[N:10][N:9]=2)=[CH:4][CH:3]=1.C(N(CC)CC)C.[O:37]1[CH:41]=[CH:40][C:39]([C:42](Cl)=[O:43])=[CH:38]1. Product: [O:37]1[CH:41]=[CH:40][C:39]([C:42]([NH:1][C:2]2[CH:7]=[CH:6][C:5]([C:8]3[O:12][C:11]([N:13]([CH2:21][CH2:22][CH2:23][N:24]4[CH2:25][CH2:26][CH2:27][CH2:28][CH2:29]4)[C:14](=[O:20])[O:15][C:16]([CH3:18])([CH3:19])[CH3:17])=[N:10][N:9]=3)=[CH:4][CH:3]=2)=[O:43])=[CH:38]1. The catalyst class is: 4. (5) Reactant: [Cl:1][C:2]1[CH:7]=[C:6]([N+:8]([O-:10])=[O:9])[CH:5]=[CH:4][C:3]=1Br.[S:12]([O-])([O-])(=O)=O.[Na+].[Na+].[S].[OH-].[Na+]. Product: [Cl:1][C:2]1[CH:7]=[C:6]([N+:8]([O-:10])=[O:9])[CH:5]=[CH:4][C:3]=1[SH:12]. The catalyst class is: 8.